This data is from Peptide-MHC class II binding affinity with 134,281 pairs from IEDB. The task is: Regression. Given a peptide amino acid sequence and an MHC pseudo amino acid sequence, predict their binding affinity value. This is MHC class II binding data. (1) The peptide sequence is MYRELLELVAADVES. The MHC is HLA-DQA10101-DQB10501 with pseudo-sequence HLA-DQA10101-DQB10501. The binding affinity (normalized) is 0.197. (2) The peptide sequence is SKLKAEATTDGLGWY. The MHC is DRB3_0202 with pseudo-sequence DRB3_0202. The binding affinity (normalized) is 0.